From a dataset of Full USPTO retrosynthesis dataset with 1.9M reactions from patents (1976-2016). Predict the reactants needed to synthesize the given product. Given the product [Br:1][C:2]1[CH:10]=[C:9]2[C:5]([CH2:6][N:7]([C:12]3([C:13]([O:15][CH3:16])=[O:14])[CH2:17][CH2:19][CH2:23][CH2:22]3)[C:8]2=[O:11])=[CH:4][CH:3]=1, predict the reactants needed to synthesize it. The reactants are: [Br:1][C:2]1[CH:10]=[C:9]2[C:5]([CH2:6][N:7]([C@H:12]([CH:17]([CH3:19])C)[C:13]([O:15][CH3:16])=[O:14])[C:8]2=[O:11])=[CH:4][CH:3]=1.Cl.N[C:22]1(C(OC)=O)CCC[CH2:23]1.